Task: Predict which catalyst facilitates the given reaction.. Dataset: Catalyst prediction with 721,799 reactions and 888 catalyst types from USPTO (1) The catalyst class is: 9. Product: [F:1][C:2]1[C:7]([F:8])=[CH:6][C:5]([C:9]2[CH:14]=[CH:13][C:12]([O:15][CH2:16][C:17]3[CH:25]=[C:24]4[C:20]([CH:21]=[CH:22][N:23]4[CH:35]([CH3:36])[CH2:34][C:33]([OH:37])=[O:32])=[CH:19][CH:18]=3)=[CH:11][CH:10]=2)=[C:4]([O:26][CH3:27])[CH:3]=1. Reactant: [F:1][C:2]1[C:7]([F:8])=[CH:6][C:5]([C:9]2[CH:14]=[CH:13][C:12]([O:15][CH2:16][C:17]3[CH:25]=[C:24]4[C:20]([CH:21]=[CH:22][NH:23]4)=[CH:19][CH:18]=3)=[CH:11][CH:10]=2)=[C:4]([O:26][CH3:27])[CH:3]=1.[H-].[Na+].C([O:32][C:33](=[O:37])/[CH:34]=[CH:35]/[CH3:36])C. (2) Reactant: [CH:1]1([NH:4]C)[CH2:3][CH2:2]1.CO[C:8](=[O:19])[C:9]1[C:14]([I:15])=[CH:13][C:12]([Cl:16])=[CH:11][C:10]=1[CH2:17]Br.[C:20]([O-])([O-])=O.[K+].[K+]. Product: [CH:1]1([N:4]2[CH:17]([CH3:20])[C:10]3[C:9](=[C:14]([I:15])[CH:13]=[C:12]([Cl:16])[CH:11]=3)[C:8]2=[O:19])[CH2:3][CH2:2]1. The catalyst class is: 11. (3) Reactant: [C:1]([O:5][C:6]([C:8]1[CH:9]=[CH:10][C:11]2[C:12]([CH:31]3[CH2:36][CH2:35][CH2:34][CH2:33][CH2:32]3)=[C:13]3[C:19]4[CH:20]=[CH:21][C:22]([O:24][CH3:25])=[CH:23][C:18]=4[CH:17]=[C:16]([C:26](O)=[O:27])[CH2:15][N:14]3[C:29]=2[CH:30]=1)=[O:7])([CH3:4])([CH3:3])[CH3:2].C(=O)([O-])[O-].[K+].[K+].[N+:43]([CH2:45][C:46]([O:48][CH3:49])=[O:47])#[C-:44].C1(P(N=[N+]=[N-])(C2C=CC=CC=2)=O)C=CC=CC=1. Product: [CH:31]1([C:12]2[C:11]3[CH:10]=[CH:9][C:8]([C:6]([O:5][C:1]([CH3:4])([CH3:3])[CH3:2])=[O:7])=[CH:30][C:29]=3[N:14]3[CH2:15][C:16]([C:26]4[O:27][CH:44]=[N:43][C:45]=4[C:46]([O:48][CH3:49])=[O:47])=[CH:17][C:18]4[CH:23]=[C:22]([O:24][CH3:25])[CH:21]=[CH:20][C:19]=4[C:13]=23)[CH2:32][CH2:33][CH2:34][CH2:35][CH2:36]1. The catalyst class is: 3. (4) Reactant: [CH:1]1([NH:5][C:6]2[C:11]([NH2:12])=[CH:10][C:9]([C:13]([F:16])([F:15])[F:14])=[CH:8][N:7]=2)[CH2:4][CH2:3][CH2:2]1.[N:17]#[C:18]Br. Product: [CH:1]1([N:5]2[C:6]3=[N:7][CH:8]=[C:9]([C:13]([F:16])([F:14])[F:15])[CH:10]=[C:11]3[N:12]=[C:18]2[NH2:17])[CH2:2][CH2:3][CH2:4]1. The catalyst class is: 14. (5) Reactant: [CH3:1][O:2][C:3](=[O:16])[CH2:4][S:5][C:6]1[C:11]([CH:12]=O)=[C:10]([Cl:14])[N:9]=[C:8]([NH2:15])[N:7]=1.C([O-])([O-])=O.[K+].[K+].O. Product: [CH3:1][O:2][C:3]([C:4]1[S:5][C:6]2[N:7]=[C:8]([NH2:15])[N:9]=[C:10]([Cl:14])[C:11]=2[CH:12]=1)=[O:16]. The catalyst class is: 12. (6) Reactant: O[CH:2]([CH:12]1[CH2:17][CH2:16][N:15]([C:18]([O:20][C:21]([CH3:24])([CH3:23])[CH3:22])=[O:19])[CH2:14][CH2:13]1)[C:3]#[C:4][C:5]1[CH:10]=[CH:9][CH:8]=[C:7]([CH3:11])[N:6]=1.C(N(S(F)(F)[F:31])CC)C. Product: [F:31][CH:2]([CH:12]1[CH2:17][CH2:16][N:15]([C:18]([O:20][C:21]([CH3:24])([CH3:23])[CH3:22])=[O:19])[CH2:14][CH2:13]1)[C:3]#[C:4][C:5]1[CH:10]=[CH:9][CH:8]=[C:7]([CH3:11])[N:6]=1. The catalyst class is: 2.